Dataset: Forward reaction prediction with 1.9M reactions from USPTO patents (1976-2016). Task: Predict the product of the given reaction. (1) Given the reactants [NH3:1].[CH2:2]([O:4][C:5]([C@H:7]1[CH2:12][CH2:11][C@@H:10]([N:13]2[C:17]3[N:18]=[CH:19][N:20]=[C:21](Cl)[C:16]=3[C:15]([I:23])=[CH:14]2)[CH2:9][CH2:8]1)=[O:6])[CH3:3], predict the reaction product. The product is: [CH2:2]([O:4][C:5]([C@H:7]1[CH2:12][CH2:11][C@@H:10]([N:13]2[C:17]3[N:18]=[CH:19][N:20]=[C:21]([NH2:1])[C:16]=3[C:15]([I:23])=[CH:14]2)[CH2:9][CH2:8]1)=[O:6])[CH3:3]. (2) Given the reactants [CH3:1][C:2]1[CH:3]=[C:4]([CH:7]=[CH:8][CH:9]=1)[CH2:5][NH2:6].O=[C:11]1[CH2:16][CH2:15][N:14]([CH:17]([CH3:31])[CH2:18][CH2:19][NH:20][C:21]([C:23]2[C:24]([CH3:30])=[N:25][CH:26]=[N:27][C:28]=2[CH3:29])=[O:22])[CH2:13][CH2:12]1, predict the reaction product. The product is: [CH3:1][C:2]1[CH:3]=[C:4]([CH:7]=[CH:8][CH:9]=1)[CH2:5][NH:6][CH:11]1[CH2:12][CH2:13][N:14]([CH:17]([CH3:31])[CH2:18][CH2:19][NH:20][C:21]([C:23]2[C:24]([CH3:30])=[N:25][CH:26]=[N:27][C:28]=2[CH3:29])=[O:22])[CH2:15][CH2:16]1. (3) Given the reactants [CH3:1][C:2]1[C:19]([C:20]([F:23])([F:22])[F:21])=[CH:18][C:5]2[N:6]([C:12]([O:14][CH:15]([CH3:17])[CH3:16])=[O:13])[CH2:7][CH2:8][CH2:9][C:10](=O)[C:4]=2[CH:3]=1.[NH2:24][C:25]1[CH:26]=[N:27][CH:28]=[CH:29][CH:30]=1.C1(C)C=CC(S(O)(=O)=O)=CC=1.[BH4-].[Na+], predict the reaction product. The product is: [CH:15]([O:14][C:12]([N:6]1[CH2:7][CH2:8][CH2:9][CH:10]([NH:24][C:25]2[CH:26]=[N:27][CH:28]=[CH:29][CH:30]=2)[C:4]2[CH:3]=[C:2]([CH3:1])[C:19]([C:20]([F:23])([F:22])[F:21])=[CH:18][C:5]1=2)=[O:13])([CH3:17])[CH3:16]. (4) Given the reactants C(OC(=O)[NH:10][C@H:11]([C:16]([N:18]1[CH2:23][CH2:22][CH:21]([O:24][C:25]2[CH:30]=[CH:29][C:28]([F:31])=[CH:27][CH:26]=2)[CH2:20][CH2:19]1)=[O:17])[CH2:12][CH:13]([CH3:15])[CH3:14])C1C=CC=CC=1, predict the reaction product. The product is: [F:31][C:28]1[CH:29]=[CH:30][C:25]([O:24][CH:21]2[CH2:22][CH2:23][N:18]([C:16](=[O:17])[C@@H:11]([NH2:10])[CH2:12][CH:13]([CH3:15])[CH3:14])[CH2:19][CH2:20]2)=[CH:26][CH:27]=1. (5) Given the reactants [N:1]1[CH:6]=[C:5]([C:7]([NH:9][C:10]2([C:13]([NH:15][CH2:16][C:17]3[N:22]=[CH:21][C:20]([NH:23][C:24]4[CH:32]=[CH:31][C:27]([C:28](O)=[O:29])=[CH:26][C:25]=4[C:33]([F:36])([F:35])[F:34])=[CH:19][CH:18]=3)=[O:14])[CH2:12][CH2:11]2)=[O:8])[CH:4]=[N:3][CH:2]=1.C[N:38](C(ON1N=NC2C=CC=CC1=2)=[N+](C)C)C.[B-](F)(F)(F)F.CN1CCOCC1.COC1C=C(OC)C=CC=1CN.FC(F)(F)C(O)=O, predict the reaction product. The product is: [C:28]([C:27]1[CH:31]=[CH:32][C:24]([NH:23][C:20]2[CH:19]=[CH:18][C:17]([CH2:16][NH:15][C:13]([C:10]3([NH:9][C:7]([C:5]4[CH:6]=[N:1][CH:2]=[N:3][CH:4]=4)=[O:8])[CH2:12][CH2:11]3)=[O:14])=[N:22][CH:21]=2)=[C:25]([C:33]([F:36])([F:35])[F:34])[CH:26]=1)(=[O:29])[NH2:38]. (6) Given the reactants C([N:8]1[CH2:13][CH2:12][C:11]([C:15]2[CH:20]=[CH:19][C:18]([F:21])=[CH:17][CH:16]=2)(O)[CH:10]([CH3:22])[CH2:9]1)C1C=CC=CC=1.Cl, predict the reaction product. The product is: [F:21][C:18]1[CH:19]=[CH:20][C:15]([CH:11]2[CH2:12][CH2:13][NH:8][CH2:9][CH:10]2[CH3:22])=[CH:16][CH:17]=1.